The task is: Predict the product of the given reaction.. This data is from Forward reaction prediction with 1.9M reactions from USPTO patents (1976-2016). (1) Given the reactants C(OC([N:11]1[CH2:16][CH2:15][CH2:14][C@H:13]([C:17](=[O:25])[NH:18][C:19]2[CH:24]=[CH:23][CH:22]=[CH:21][CH:20]=2)[CH2:12]1)=O)C1C=CC=CC=1.[H][H], predict the reaction product. The product is: [C:19]1([NH:18][C:17]([CH:13]2[CH2:14][CH2:15][CH2:16][NH:11][CH2:12]2)=[O:25])[CH:20]=[CH:21][CH:22]=[CH:23][CH:24]=1. (2) The product is: [CH3:1][O:2][C:3]1[CH:28]=[CH:27][C:6]([CH2:7][N:8]2[C:9]3=[N:19][C:18]([C:20]([F:23])([F:22])[F:21])=[CH:17][C:11]([C:12]([O:14][CH2:15][CH3:16])=[O:13])=[C:10]3[N:24]=[CH:29]2)=[CH:5][CH:4]=1. Given the reactants [CH3:1][O:2][C:3]1[CH:28]=[CH:27][C:6]([CH2:7][NH:8][C:9]2[C:10]([N+:24]([O-])=O)=[C:11]([CH:17]=[C:18]([C:20]([F:23])([F:22])[F:21])[N:19]=2)[C:12]([O:14][CH2:15][CH3:16])=[O:13])=[CH:5][CH:4]=1.[CH3:29]O, predict the reaction product. (3) Given the reactants [C:1]1([CH:7]([C:30]2[CH:35]=[CH:34][CH:33]=[CH:32][CH:31]=2)[CH2:8][NH:9][C:10]2[N:18]=[C:17]([C:19]([O:21]CC)=[O:20])[N:16]=[C:15]3[C:11]=2[N:12]=[CH:13][N:14]3[CH:24]2[CH2:29][CH2:28][CH2:27][CH2:26][O:25]2)[CH:6]=[CH:5][CH:4]=[CH:3][CH:2]=1.O.[OH-].[Na+].Cl, predict the reaction product. The product is: [C:30]1([CH:7]([C:1]2[CH:6]=[CH:5][CH:4]=[CH:3][CH:2]=2)[CH2:8][NH:9][C:10]2[N:18]=[C:17]([C:19]([OH:21])=[O:20])[N:16]=[C:15]3[C:11]=2[N:12]=[CH:13][N:14]3[CH:24]2[CH2:29][CH2:28][CH2:27][CH2:26][O:25]2)[CH:31]=[CH:32][CH:33]=[CH:34][CH:35]=1. (4) Given the reactants C(N(CC)CC)C.[CH3:8][O:9][C:10]1[C:15]([O:16][CH3:17])=[C:14]([O:18][CH3:19])[CH:13]=[C:12]([CH3:20])[C:11]=1[CH:21]([C:23]1[C:28]([C:29]([F:32])([F:31])[F:30])=[C:27]([Cl:33])[N:26]=[C:25](Cl)[C:24]=1[Cl:35])[OH:22], predict the reaction product. The product is: [CH3:8][O:9][C:10]1[C:15]([O:16][CH3:17])=[C:14]([O:18][CH3:19])[CH:13]=[C:12]([CH3:20])[C:11]=1[CH:21]([C:23]1[C:24]([Cl:35])=[CH:25][N:26]=[C:27]([Cl:33])[C:28]=1[C:29]([F:30])([F:32])[F:31])[OH:22]. (5) Given the reactants [C:1]([O:5][C:6]([N:8]1[C:16]2[C:11](=[CH:12][CH:13]=[C:14]([NH2:17])[CH:15]=2)[C:10]([C:18]2[CH:23]=[CH:22][CH:21]=[CH:20][CH:19]=2)=[N:9]1)=[O:7])([CH3:4])([CH3:3])[CH3:2].Br[C:25]1[CH:30]=[CH:29][CH:28]=[CH:27][N:26]=1, predict the reaction product. The product is: [C:1]([O:5][C:6]([N:8]1[C:16]2[C:11](=[CH:12][CH:13]=[C:14]([NH:17][C:25]3[CH:30]=[CH:29][CH:28]=[CH:27][N:26]=3)[CH:15]=2)[C:10]([C:18]2[CH:23]=[CH:22][CH:21]=[CH:20][CH:19]=2)=[N:9]1)=[O:7])([CH3:4])([CH3:2])[CH3:3].